From a dataset of Forward reaction prediction with 1.9M reactions from USPTO patents (1976-2016). Predict the product of the given reaction. (1) Given the reactants [CH3:1][O:2][C:3]([C:5]1[CH:10]=[C:9]([Br:11])[C:8](=[O:12])[N:7]([CH2:13][CH2:14][C:15]2[CH:20]=[CH:19][CH:18]=[CH:17][CH:16]=2)[C:6]=1[CH3:21])=[O:4].[Br:22]N1C(=O)CCC1=O.C(OOC(=O)C1C=CC=CC=1)(=O)C1C=CC=CC=1, predict the reaction product. The product is: [CH3:1][O:2][C:3]([C:5]1[CH:10]=[C:9]([Br:11])[C:8](=[O:12])[N:7]([CH2:13][CH2:14][C:15]2[CH:16]=[CH:17][CH:18]=[CH:19][CH:20]=2)[C:6]=1[CH2:21][Br:22])=[O:4]. (2) The product is: [C:13]([O:12][C:11]([NH:10][C:5]1[C:6]([O:8][CH3:9])=[CH:7][C:2]([Cl:1])=[CH:3][C:4]=1[CH:18]=[C:21]([C:22]([O:24][CH2:25][CH3:26])=[O:23])[C:20]([O:28][CH2:29][CH3:30])=[O:27])=[O:17])([CH3:14])([CH3:15])[CH3:16]. Given the reactants [Cl:1][C:2]1[CH:7]=[C:6]([O:8][CH3:9])[C:5]([NH:10][C:11](=[O:17])[O:12][C:13]([CH3:16])([CH3:15])[CH3:14])=[C:4]([CH:18]=O)[CH:3]=1.[C:20]([O:28][CH2:29][CH3:30])(=[O:27])[CH2:21][C:22]([O:24][CH2:25][CH3:26])=[O:23].N1CCCCC1.C(O)(=O)C1C=CC=CC=1, predict the reaction product. (3) The product is: [NH:15]1[C:16]2[C:12](=[CH:11][CH:10]=[C:9]([NH:8][C:6]([C:5]3[C:4]([N:21]4[CH2:26][CH2:25][N:24]([CH3:27])[CH2:23][CH2:22]4)=[CH:3][C:2]4[NH:1][C:28]([SH:29])=[N:20][C:19]=4[CH:18]=3)=[O:7])[CH:17]=2)[CH:13]=[N:14]1. Given the reactants [NH2:1][C:2]1[C:19]([NH2:20])=[CH:18][C:5]([C:6]([NH:8][C:9]2[CH:17]=[C:16]3[C:12]([CH:13]=[N:14][NH:15]3)=[CH:11][CH:10]=2)=[O:7])=[C:4]([N:21]2[CH2:26][CH2:25][N:24]([CH3:27])[CH2:23][CH2:22]2)[CH:3]=1.[C:28](C1NC=CN=1)(C1NC=CN=1)=[S:29], predict the reaction product.